This data is from Peptide-MHC class I binding affinity with 185,985 pairs from IEDB/IMGT. The task is: Regression. Given a peptide amino acid sequence and an MHC pseudo amino acid sequence, predict their binding affinity value. This is MHC class I binding data. (1) The peptide sequence is ISDYDYYRY. The MHC is HLA-B27:05 with pseudo-sequence HLA-B27:05. The binding affinity (normalized) is 0.0847. (2) The peptide sequence is TLTAAVLMLV. The MHC is HLA-A02:01 with pseudo-sequence HLA-A02:01. The binding affinity (normalized) is 0.872.